Dataset: Full USPTO retrosynthesis dataset with 1.9M reactions from patents (1976-2016). Task: Predict the reactants needed to synthesize the given product. Given the product [Br:3][C:4]1[CH:5]=[CH:6][C:7]([CH:8]([NH:9][CH:10]2[CH2:11][CH2:12]2)[C:17]([F:20])([F:19])[F:18])=[CH:13][CH:14]=1, predict the reactants needed to synthesize it. The reactants are: F.[K].[Br:3][C:4]1[CH:14]=[CH:13][C:7]([CH:8]=[N:9][CH:10]2[CH2:12][CH2:11]2)=[CH:6][CH:5]=1.C(O)([C:17]([F:20])([F:19])[F:18])=O.FC([Si](C)(C)C)(F)F.C([O-])([O-])=O.[Na+].[Na+].